This data is from NCI-60 drug combinations with 297,098 pairs across 59 cell lines. The task is: Regression. Given two drug SMILES strings and cell line genomic features, predict the synergy score measuring deviation from expected non-interaction effect. (1) Drug 1: C1=CC(=CC=C1CC(C(=O)O)N)N(CCCl)CCCl.Cl. Drug 2: C(CCl)NC(=O)N(CCCl)N=O. Cell line: HL-60(TB). Synergy scores: CSS=43.7, Synergy_ZIP=9.23, Synergy_Bliss=12.8, Synergy_Loewe=-15.0, Synergy_HSA=9.86. (2) Drug 1: C1=NC2=C(N1)C(=S)N=C(N2)N. Drug 2: C1C(C(OC1N2C=C(C(=O)NC2=O)F)CO)O. Cell line: HT29. Synergy scores: CSS=58.8, Synergy_ZIP=-0.0104, Synergy_Bliss=0.688, Synergy_Loewe=0.823, Synergy_HSA=4.71. (3) Drug 1: C1CCC(C1)C(CC#N)N2C=C(C=N2)C3=C4C=CNC4=NC=N3. Drug 2: CS(=O)(=O)C1=CC(=C(C=C1)C(=O)NC2=CC(=C(C=C2)Cl)C3=CC=CC=N3)Cl. Cell line: OVCAR-8. Synergy scores: CSS=1.86, Synergy_ZIP=-0.00243, Synergy_Bliss=2.31, Synergy_Loewe=-2.75, Synergy_HSA=0.457. (4) Drug 1: CC12CCC(CC1=CCC3C2CCC4(C3CC=C4C5=CN=CC=C5)C)O. Drug 2: CC1=CC=C(C=C1)C2=CC(=NN2C3=CC=C(C=C3)S(=O)(=O)N)C(F)(F)F. Cell line: LOX IMVI. Synergy scores: CSS=41.5, Synergy_ZIP=9.85, Synergy_Bliss=10.3, Synergy_Loewe=-10.1, Synergy_HSA=12.2. (5) Drug 1: CC(C)CN1C=NC2=C1C3=CC=CC=C3N=C2N. Drug 2: CCC1(C2=C(COC1=O)C(=O)N3CC4=CC5=C(C=CC(=C5CN(C)C)O)N=C4C3=C2)O.Cl. Cell line: SNB-75. Synergy scores: CSS=28.4, Synergy_ZIP=-10.6, Synergy_Bliss=-3.34, Synergy_Loewe=-16.6, Synergy_HSA=-5.34. (6) Drug 1: CCN(CC)CCCC(C)NC1=C2C=C(C=CC2=NC3=C1C=CC(=C3)Cl)OC. Drug 2: CCC1(C2=C(COC1=O)C(=O)N3CC4=CC5=C(C=CC(=C5CN(C)C)O)N=C4C3=C2)O.Cl. Cell line: SK-MEL-2. Synergy scores: CSS=10.0, Synergy_ZIP=-3.98, Synergy_Bliss=4.13, Synergy_Loewe=-12.5, Synergy_HSA=-4.47. (7) Drug 1: CC1=C(C=C(C=C1)C(=O)NC2=CC(=CC(=C2)C(F)(F)F)N3C=C(N=C3)C)NC4=NC=CC(=N4)C5=CN=CC=C5. Drug 2: CS(=O)(=O)OCCCCOS(=O)(=O)C. Cell line: TK-10. Synergy scores: CSS=-1.59, Synergy_ZIP=1.11, Synergy_Bliss=0.295, Synergy_Loewe=-3.38, Synergy_HSA=-3.22. (8) Synergy scores: CSS=11.4, Synergy_ZIP=1.38, Synergy_Bliss=8.32, Synergy_Loewe=1.43, Synergy_HSA=4.68. Cell line: MDA-MB-231. Drug 1: CNC(=O)C1=CC=CC=C1SC2=CC3=C(C=C2)C(=NN3)C=CC4=CC=CC=N4. Drug 2: CC(C1=C(C=CC(=C1Cl)F)Cl)OC2=C(N=CC(=C2)C3=CN(N=C3)C4CCNCC4)N.